The task is: Predict the product of the given reaction.. This data is from Forward reaction prediction with 1.9M reactions from USPTO patents (1976-2016). Given the reactants [N:1]1[CH:6]=[CH:5][CH:4]=[CH:3][C:2]=1[C:7]1[N:15]=[C:10]2[CH2:11][NH:12][CH2:13][CH2:14][N:9]2[N:8]=1.CC1(C)C2C(=C(P(C3C=CC=CC=3)C3C=CC=CC=3)C=CC=2)OC2C(P(C3C=CC=CC=3)C3C=CC=CC=3)=CC=CC1=2.C([O-])([O-])=O.[Cs+].[Cs+].Br[C:65]1[CH:66]=[C:67]([CH:70]=[C:71]([F:73])[CH:72]=1)[C:68]#[N:69], predict the reaction product. The product is: [F:73][C:71]1[CH:70]=[C:67]([CH:66]=[C:65]([N:12]2[CH2:13][CH2:14][N:9]3[N:8]=[C:7]([C:2]4[CH:3]=[CH:4][CH:5]=[CH:6][N:1]=4)[N:15]=[C:10]3[CH2:11]2)[CH:72]=1)[C:68]#[N:69].